Dataset: Full USPTO retrosynthesis dataset with 1.9M reactions from patents (1976-2016). Task: Predict the reactants needed to synthesize the given product. Given the product [CH3:14][S:13][C:5]1[CH:4]=[CH:3][C:2]([B:15]2[O:19][C:18]([CH3:21])([CH3:20])[C:17]([CH3:23])([CH3:22])[O:16]2)=[CH:7][C:6]=1[N:8]1[CH2:12][CH2:11][CH2:10][CH2:9]1, predict the reactants needed to synthesize it. The reactants are: Cl[C:2]1[CH:3]=[CH:4][C:5]([S:13][CH3:14])=[C:6]([N:8]2[CH2:12][CH2:11][CH2:10][CH2:9]2)[CH:7]=1.[B:15]1([B:15]2[O:19][C:18]([CH3:21])([CH3:20])[C:17]([CH3:23])([CH3:22])[O:16]2)[O:19][C:18]([CH3:21])([CH3:20])[C:17]([CH3:23])([CH3:22])[O:16]1.CC([O-])=O.[K+].C1(P(C2CCCCC2)C2C=CC=CC=2C2C(OC)=CC=CC=2OC)CCCCC1.